From a dataset of Catalyst prediction with 721,799 reactions and 888 catalyst types from USPTO. Predict which catalyst facilitates the given reaction. (1) Reactant: [I-].[Cl:2][C:3]1[N:8]=[CH:7][C:6]([CH2:9][N+:10]2[C:11]3[N:12]([N:19]=[C:20]([S:22][CH3:23])[N:21]=3)[C:13](SC)=[CH:14][C:15]=2[CH3:16])=[CH:5][CH:4]=1.C([O-])(=O)C.[Na+].Cl.[OH:30][NH2:31].O. Product: [Cl:2][C:3]1[N:8]=[CH:7][C:6]([CH2:9][N:10]2[C:15]([CH3:16])=[CH:14][C:13](=[N:31][OH:30])[N:12]3[N:19]=[C:20]([S:22][CH3:23])[N:21]=[C:11]23)=[CH:5][CH:4]=1. The catalyst class is: 8. (2) Reactant: [NH:1]1[CH2:6][CH2:5][O:4][CH2:3][CH2:2]1.[S:7](N)([NH2:10])(=[O:9])=[O:8]. Product: [N:1]1([S:7]([NH2:10])(=[O:9])=[O:8])[CH2:6][CH2:5][O:4][CH2:3][CH2:2]1. The catalyst class is: 57. (3) Reactant: [Br:1][C:2]1[CH:3]=[CH:4][C:5]([F:24])=[C:6]([C@:8]([NH:17][S@:18]([C:20]([CH3:23])([CH3:22])[CH3:21])=[O:19])([CH:14]([F:16])[F:15])[CH2:9][C:10](OC)=[O:11])[CH:7]=1.[BH4-].[Li+].C(OCC)(=O)C.[NH4+].[Cl-]. Product: [Br:1][C:2]1[CH:3]=[CH:4][C:5]([F:24])=[C:6]([C@@:8]([NH:17][S@:18]([C:20]([CH3:22])([CH3:21])[CH3:23])=[O:19])([CH2:9][CH2:10][OH:11])[CH:14]([F:16])[F:15])[CH:7]=1. The catalyst class is: 7.